Dataset: Catalyst prediction with 721,799 reactions and 888 catalyst types from USPTO. Task: Predict which catalyst facilitates the given reaction. (1) Reactant: [C:1]([O:5][C:6]([NH:8][CH2:9][C:10]1[CH:18]=[CH:17][C:13]([C:14]([OH:16])=O)=[CH:12][CH:11]=1)=[O:7])([CH3:4])([CH3:3])[CH3:2].C1C=CC2N(O)N=NC=2C=1.CCN=C=NCCCN(C)C.Cl.[CH3:41][C:42]12[CH2:49][CH:46]([NH:47][CH2:48]1)[CH2:45][C:44]([CH3:51])([CH3:50])[CH2:43]2.CCN(C(C)C)C(C)C. Product: [C:1]([O:5][C:6](=[O:7])[NH:8][CH2:9][C:10]1[CH:11]=[CH:12][C:13]([C:14]([N:47]2[CH2:48][C:42]3([CH3:41])[CH2:49][CH:46]2[CH2:45][C:44]([CH3:51])([CH3:50])[CH2:43]3)=[O:16])=[CH:17][CH:18]=1)([CH3:2])([CH3:3])[CH3:4]. The catalyst class is: 49. (2) Reactant: [Cl:1][C:2]1[CH:7]=[CH:6][C:5]([C@@H:8]2[C@@H:13]([C@@H:14]([O:16][C:17]3C=CC(Cl)=[C:19](Cl)[CH:18]=3)[CH3:15])[CH2:12][CH2:11][N:10]([C:25]([CH:27]3[CH2:32][CH2:31][N:30]([C:33]4[CH:38]=[CH:37][C:36]([C:39]#[N:40])=[CH:35][N:34]=4)[CH2:29][CH2:28]3)=[O:26])[CH2:9]2)=[CH:4][CH:3]=1.[NH:41]1CC[CH2:44][CH2:43][CH2:42]1.C(N1CC[C@H]([C@H]([OH:62])C)[C@@H](C2C=CC(Cl)=CC=2)C1)C1C=CC=CC=1.CC1C=CC(O)=NC=1.ClC(OC(Cl)=O)C.CCN(C(C)C)C(C)C. Product: [C:39]([C:36]1[CH:37]=[CH:38][C:33]([N:30]2[CH2:31][CH2:32][CH:27]([C:25]([OH:26])=[O:62])[CH2:28][CH2:29]2)=[N:34][CH:35]=1)#[N:40].[Cl:1][C:2]1[CH:7]=[CH:6][C:5]([C@@H:8]2[C@@H:13]([C@@H:14]([O:16][C:17]3[CH:18]=[CH:19][C:43]([CH3:44])=[CH:42][N:41]=3)[CH3:15])[CH2:12][CH2:11][N:10]([C:25]([CH:27]3[CH2:32][CH2:31][N:30]([C:33]4[CH:38]=[CH:37][C:36]([C:39]#[N:40])=[CH:35][N:34]=4)[CH2:29][CH2:28]3)=[O:26])[CH2:9]2)=[CH:4][CH:3]=1. The catalyst class is: 5.